From a dataset of Catalyst prediction with 721,799 reactions and 888 catalyst types from USPTO. Predict which catalyst facilitates the given reaction. (1) Reactant: [CH2:1]([N:9]1[CH:13]=[C:12]([C:14]2[C:22]3[C:17](=[N:18][CH:19]=[C:20]([C:23]4[CH:24]=[C:25]([CH:40]=[CH:41][CH:42]=4)[O:26][CH:27]4[CH2:32][CH2:31][N:30](C(OC(C)(C)C)=O)[CH2:29][CH2:28]4)[CH:21]=3)[NH:16][CH:15]=2)[CH:11]=[N:10]1)[CH2:2][C:3]1[CH:8]=[CH:7][CH:6]=[CH:5][CH:4]=1. Product: [CH2:1]([N:9]1[CH:13]=[C:12]([C:14]2[C:22]3[C:17](=[N:18][CH:19]=[C:20]([C:23]4[CH:42]=[CH:41][CH:40]=[C:25]([O:26][CH:27]5[CH2:32][CH2:31][NH:30][CH2:29][CH2:28]5)[CH:24]=4)[CH:21]=3)[NH:16][CH:15]=2)[CH:11]=[N:10]1)[CH2:2][C:3]1[CH:8]=[CH:7][CH:6]=[CH:5][CH:4]=1. The catalyst class is: 209. (2) Reactant: [CH2:1]([NH:3][CH2:4][CH3:5])[CH3:2].C(N(CC)CC)C.[S:13]1[CH:17]=[CH:16][CH:15]=[C:14]1[C:18](Cl)=[O:19]. Product: [CH2:1]([N:3]([CH2:4][CH3:5])[C:18]([C:14]1[S:13][CH:17]=[CH:16][CH:15]=1)=[O:19])[CH3:2]. The catalyst class is: 2. (3) Reactant: [OH:1][CH2:2][CH:3]1[NH:8][CH2:7][CH2:6][N:5]([C:9]([O:11][C:12]([CH3:15])([CH3:14])[CH3:13])=[O:10])[CH2:4]1.[CH:16]1[CH:21]=[N:20][CH:19]=[C:18]([N:22]=[C:23]=[O:24])[CH:17]=1. Product: [OH:1][CH2:2][CH:3]1[N:8]([C:23](=[O:24])[NH:22][C:18]2[CH:19]=[N:20][CH:21]=[CH:16][CH:17]=2)[CH2:7][CH2:6][N:5]([C:9]([O:11][C:12]([CH3:15])([CH3:14])[CH3:13])=[O:10])[CH2:4]1. The catalyst class is: 7. (4) Reactant: [F:1][C:2]1[N:7]=[C:6]([C:8]#[N:9])[C:5]([O:10]C2C=CC(O)=CC=2)=[N:4][CH:3]=1.[N+]([O-])([O-])=O.[Ce+3].[NH4+].[NH4+].[N+]([O-])([O-])=O.[N+]([O-])([O-])=O.[N+]([O-])([O-])=O.[N+]([O-])([O-])=O.C(OCC)(=O)C.S([O-])([O-])(=O)=S.[Na+].[Na+]. Product: [F:1][C:2]1[N:7]=[C:6]([C:8]#[N:9])[C:5](=[O:10])[NH:4][CH:3]=1. The catalyst class is: 47. (5) Reactant: [CH3:1][C:2]1[CH:3]=[C:4]([OH:11])[CH:5]=[CH:6][C:7]=1[N+:8]([O-:10])=[O:9].CC1C=CC(S(O[CH2:23][CH2:24][F:25])(=O)=O)=CC=1.C([O-])([O-])=O.[K+].[K+].O. Product: [F:25][CH2:24][CH2:23][O:11][C:4]1[CH:5]=[CH:6][C:7]([N+:8]([O-:10])=[O:9])=[C:2]([CH3:1])[CH:3]=1. The catalyst class is: 3.